This data is from Full USPTO retrosynthesis dataset with 1.9M reactions from patents (1976-2016). The task is: Predict the reactants needed to synthesize the given product. (1) Given the product [Br:17][C:13]1[N:12]=[C:11]([CH2:5][C:4]([OH:18])=[O:3])[CH:16]=[CH:15][CH:14]=1, predict the reactants needed to synthesize it. The reactants are: C([O:3][C:4](=[O:18])[CH:5]([C:11]1[CH:16]=[CH:15][CH:14]=[C:13]([Br:17])[N:12]=1)C(OCC)=O)C.C(=O)([O-])[O-].[K+].[K+].[Cl-].[NH4+]. (2) The reactants are: Br[C:2]1[C:3]([C:21]([O:23][CH3:24])=[O:22])=[N:4][N:5]([CH2:13][CH2:14][CH2:15][NH:16][C:17]([O:19][CH3:20])=[O:18])[C:6]=1[C:7]1[CH:12]=[CH:11][CH:10]=[CH:9][N:8]=1.[CH3:25]B1OB(C)OB(C)O1.[K].C1(P(C2CCCCC2)C2C=CC=CC=2C2C(C(C)C)=CC(C(C)C)=CC=2C(C)C)CCCCC1. Given the product [CH3:20][O:19][C:17]([NH:16][CH2:15][CH2:14][CH2:13][N:5]1[C:6]([C:7]2[CH:12]=[CH:11][CH:10]=[CH:9][N:8]=2)=[C:2]([CH3:25])[C:3]([C:21]([O:23][CH3:24])=[O:22])=[N:4]1)=[O:18], predict the reactants needed to synthesize it. (3) Given the product [Br:30][C:10]1[C:9]([O:31][CH3:32])=[C:8]([NH:7][CH2:6][C:5]([OH:33])=[O:4])[CH:13]=[C:12]([C:14]2[C:26]3[C:25]([CH3:27])=[C:24]([CH3:28])[S:23][C:22]=3[C:21]([Br:29])=[C:20]3[C:15]=2[CH:16]=[CH:17][CH:18]=[CH:19]3)[CH:11]=1, predict the reactants needed to synthesize it. The reactants are: [OH-].[K+].C[O:4][C:5](=[O:33])[CH2:6][NH:7][C:8]1[CH:13]=[C:12]([C:14]2[C:26]3[C:25]([CH3:27])=[C:24]([CH3:28])[S:23][C:22]=3[C:21]([Br:29])=[C:20]3[C:15]=2[CH:16]=[CH:17][CH:18]=[CH:19]3)[CH:11]=[C:10]([Br:30])[C:9]=1[O:31][CH3:32]. (4) Given the product [C:14]([O:13][C:11]([N:8]1[CH2:9][CH2:10][CH:5]([C:18]2[C:27]3[C:22](=[CH:23][C:24]([F:29])=[C:25]([F:28])[CH:26]=3)[N:21]=[CH:20][N:19]=2)[CH2:6][CH2:7]1)=[O:12])([CH3:17])([CH3:15])[CH3:16], predict the reactants needed to synthesize it. The reactants are: COC([C:5]1([C:18]2[C:27]3[C:22](=[CH:23][C:24]([F:29])=[C:25]([F:28])[CH:26]=3)[N:21]=[CH:20][N:19]=2)[CH2:10][CH2:9][N:8]([C:11]([O:13][C:14]([CH3:17])([CH3:16])[CH3:15])=[O:12])[CH2:7][CH2:6]1)=O.[Li+].[Cl-].O.[Na+].[Cl-]. (5) Given the product [NH:15]1[C:16]2[C:12](=[CH:11][C:10]([C:8](=[O:9])[CH2:2][CH3:1])=[CH:18][CH:17]=2)[CH:13]=[N:14]1, predict the reactants needed to synthesize it. The reactants are: [CH3:1][CH2:2][Mg+].[Br-].CON(C)[C:8]([C:10]1[CH:11]=[C:12]2[C:16](=[CH:17][CH:18]=1)[NH:15][N:14]=[CH:13]2)=[O:9].